This data is from Peptide-MHC class I binding affinity with 185,985 pairs from IEDB/IMGT. The task is: Regression. Given a peptide amino acid sequence and an MHC pseudo amino acid sequence, predict their binding affinity value. This is MHC class I binding data. The peptide sequence is SYINRTGTF. The MHC is HLA-B15:09 with pseudo-sequence YYSEYRNICTNTYESNLYLRYNYYTWAELAYLWY. The binding affinity (normalized) is 0.0847.